Dataset: Reaction yield outcomes from USPTO patents with 853,638 reactions. Task: Predict the reaction yield, written as a fraction of the theoretical maximum amount of product (1.0 means a 100% yield; for example, 0.34 means a 34% yield). (1) The reactants are [CH3:1][O:2][C:3]1[CH:8]=[CH:7][C:6]([SH:9])=[CH:5][CH:4]=1.C(=O)([O-])[O-].[K+].[K+].Cl[C:17]1[C:18]([C:24]([O:26][C:27]([CH3:30])([CH3:29])[CH3:28])=[O:25])=[N:19][C:20]([Cl:23])=[CH:21][CH:22]=1.C(Cl)(Cl)Cl. The yield is 0.310. The catalyst is CN(C)C=O. The product is [Cl:23][C:20]1[N:19]=[C:18]([C:24]([O:26][C:27]([CH3:30])([CH3:29])[CH3:28])=[O:25])[C:17]([S:9][C:6]2[CH:7]=[CH:8][C:3]([O:2][CH3:1])=[CH:4][CH:5]=2)=[CH:22][CH:21]=1. (2) The reactants are [F:1][C:2]1[C:18]([C:19]#[C:20][C:21]([C:24]2[CH:28]=[C:27]([CH:29]=O)[O:26][N:25]=2)([OH:23])[CH3:22])=[CH:17][C:5]2[C:6]3[N:7]([CH:11]=[C:12]([C:14]([NH2:16])=[O:15])[N:13]=3)[CH2:8][CH2:9][O:10][C:4]=2[CH:3]=1.Cl.NO.C([N:36](CC)CC)C.CCN(CC)CC.CC(O)=O. The catalyst is CN(C)C=O.C(Cl)Cl. The product is [C:29]([C:27]1[O:26][N:25]=[C:24]([C:21]([OH:23])([CH3:22])[C:20]#[C:19][C:18]2[C:2]([F:1])=[CH:3][C:4]3[O:10][CH2:9][CH2:8][N:7]4[CH:11]=[C:12]([C:14]([NH2:16])=[O:15])[N:13]=[C:6]4[C:5]=3[CH:17]=2)[CH:28]=1)#[N:36]. The yield is 0.0600.